Dataset: Forward reaction prediction with 1.9M reactions from USPTO patents (1976-2016). Task: Predict the product of the given reaction. (1) Given the reactants [NH2:1][C:2](=O)[CH:3]([NH:10][C:11]([CH:13]1[N:17]([S:18]([C:21]2[CH:26]=[CH:25][C:24]([C:27]3[CH:32]=[CH:31][CH:30]=[CH:29][CH:28]=3)=[CH:23][CH:22]=2)(=[O:20])=[O:19])[CH2:16][CH2:15][S:14]1)=[O:12])[C:4]1[CH:9]=[CH:8][CH:7]=[CH:6][CH:5]=1.N1C(Cl)=NC(Cl)=NC=1Cl.O, predict the reaction product. The product is: [C:24]1([C:27]2[CH:28]=[CH:29][CH:30]=[CH:31][CH:32]=2)[CH:25]=[CH:26][C:21]([S:18]([N:17]2[CH2:16][CH2:15][S:14][CH:13]2[C:11]([NH:10][CH:3]([C:2]#[N:1])[C:4]2[CH:9]=[CH:8][CH:7]=[CH:6][CH:5]=2)=[O:12])(=[O:19])=[O:20])=[CH:22][CH:23]=1. (2) Given the reactants C(OC([N:8]1[CH2:13][CH2:12][N:11]([C:14]2[C:19]([C:20]3[CH:25]=[CH:24][C:23]([Cl:26])=[CH:22][CH:21]=3)=[N:18][CH:17]=[CH:16][N:15]=2)[CH2:10][CH2:9]1)=O)(C)(C)C.Cl, predict the reaction product. The product is: [Cl:26][C:23]1[CH:24]=[CH:25][C:20]([C:19]2[C:14]([N:11]3[CH2:10][CH2:9][NH:8][CH2:13][CH2:12]3)=[N:15][CH:16]=[CH:17][N:18]=2)=[CH:21][CH:22]=1.